From a dataset of Full USPTO retrosynthesis dataset with 1.9M reactions from patents (1976-2016). Predict the reactants needed to synthesize the given product. Given the product [C:24]([N:15]1[C:14]2[C:13]3[CH:22]=[CH:23][C:10]([N:6]4[CH2:5][C@H:4]([CH2:3][NH:2][C:24](=[O:28])[CH:25]([CH3:27])[CH3:26])[O:8][C:7]4=[O:9])=[CH:11][C:12]=3[CH2:21][CH2:20][CH2:19][C:18]=2[CH:17]=[N:16]1)(=[O:28])[CH:25]([CH3:27])[CH3:26], predict the reactants needed to synthesize it. The reactants are: Cl.[NH2:2][CH2:3][C@@H:4]1[O:8][C:7](=[O:9])[N:6]([C:10]2[CH:23]=[CH:22][C:13]3[C:14]4[NH:15][N:16]=[CH:17][C:18]=4[CH2:19][CH2:20][CH2:21][C:12]=3[CH:11]=2)[CH2:5]1.[C:24](Cl)(=[O:28])[CH:25]([CH3:27])[CH3:26].